Dataset: Full USPTO retrosynthesis dataset with 1.9M reactions from patents (1976-2016). Task: Predict the reactants needed to synthesize the given product. (1) Given the product [CH3:32][N:8]([C:9]1[CH:10]=[CH:11][CH:12]=[C:13]([CH2:15][CH:16]2[CH2:17][CH2:18][NH:19][CH2:20][CH2:21]2)[N:14]=1)[C:6](=[O:7])[O:5][C:1]([CH3:4])([CH3:2])[CH3:3], predict the reactants needed to synthesize it. The reactants are: [C:1]([O:5][C:6]([N:8]([CH3:32])[C:9]1[N:14]=[C:13]([CH2:15][CH:16]2[CH2:21][CH2:20][N:19](C(OCC3C=CC=CC=3)=O)[CH2:18][CH2:17]2)[CH:12]=[CH:11][CH:10]=1)=[O:7])([CH3:4])([CH3:3])[CH3:2]. (2) Given the product [NH2:24][CH2:25][C@@H:26]([C:50]([O:52][CH3:53])=[O:51])[NH:27][C:28](=[O:49])[C:29]1[CH:34]=[CH:33][C:32]([C:35]([NH:37][CH2:38][C:39]2[CH:47]=[CH:46][CH:45]=[C:44]3[C:40]=2[CH:41]=[CH:42][NH:43]3)=[O:36])=[CH:31][C:30]=1[Cl:48], predict the reactants needed to synthesize it. The reactants are: N1CCCCC1.C1C2C(COC([NH:24][CH2:25][C@@H:26]([C:50]([O:52][CH3:53])=[O:51])[NH:27][C:28](=[O:49])[C:29]3[CH:34]=[CH:33][C:32]([C:35]([NH:37][CH2:38][C:39]4[CH:47]=[CH:46][CH:45]=[C:44]5[C:40]=4[CH:41]=[CH:42][NH:43]5)=[O:36])=[CH:31][C:30]=3[Cl:48])=O)C3C(=CC=CC=3)C=2C=CC=1. (3) Given the product [O:1]1[CH2:6][CH:5]([O:7][C:8](=[O:30])[NH:9][C@@H:10]([CH2:23][C:24]2[CH:25]=[CH:26][CH:27]=[CH:28][CH:29]=2)[C@H:11]([OH:22])[CH2:12][N:13]([CH2:14][C:15]([CH3:21])([CH3:20])[CH2:16][CH2:17][C:18]#[N:19])[S:45]([C:42]2[CH:41]=[CH:40][C:39]([O:38][CH2:31][C:32]3[CH:33]=[CH:34][CH:35]=[CH:36][CH:37]=3)=[CH:44][CH:43]=2)(=[O:47])=[O:46])[CH2:4][O:3][CH2:2]1, predict the reactants needed to synthesize it. The reactants are: [O:1]1[CH2:6][CH:5]([O:7][C:8](=[O:30])[NH:9][C@@H:10]([CH2:23][C:24]2[CH:29]=[CH:28][CH:27]=[CH:26][CH:25]=2)[C@H:11]([OH:22])[CH2:12][NH:13][CH2:14][C:15]([CH3:21])([CH3:20])[CH2:16][CH2:17][C:18]#[N:19])[CH2:4][O:3][CH2:2]1.[CH2:31]([O:38][C:39]1[CH:44]=[CH:43][C:42]([S:45](Cl)(=[O:47])=[O:46])=[CH:41][CH:40]=1)[C:32]1[CH:37]=[CH:36][CH:35]=[CH:34][CH:33]=1.N(CC)(C(C)C)C(C)C. (4) Given the product [CH2:1]([O:3][C:4](=[O:24])[C:5]([CH3:23])([O:14][C:15]1[CH:16]=[CH:17][C:18]([O:21][CH3:22])=[CH:19][CH:20]=1)[CH2:6][C:7]1[CH:8]=[CH:9][C:10]([O:13][CH2:37][CH2:36][C:27]2[N:28]=[C:29]([C:31]3[S:32][CH:33]=[CH:34][CH:35]=3)[O:30][C:26]=2[CH3:25])=[CH:11][CH:12]=1)[CH3:2], predict the reactants needed to synthesize it. The reactants are: [CH2:1]([O:3][C:4](=[O:24])[C:5]([CH3:23])([O:14][C:15]1[CH:20]=[CH:19][C:18]([O:21][CH3:22])=[CH:17][CH:16]=1)[CH2:6][C:7]1[CH:12]=[CH:11][C:10]([OH:13])=[CH:9][CH:8]=1)[CH3:2].[CH3:25][C:26]1[O:30][C:29]([C:31]2[S:32][CH:33]=[CH:34][CH:35]=2)=[N:28][C:27]=1[CH2:36][CH2:37]OS(C1C=CC(C)=CC=1)(=O)=O. (5) Given the product [CH2:7]([O:9][C:10](=[O:11])[C:12]1[CH:17]=[C:16]([C:18]#[N:19])[C:15]([Cl:4])=[N:14][C:13]=1[CH2:21][O:22][CH2:23][C:24]1[CH:29]=[CH:28][CH:27]=[CH:26][CH:25]=1)[CH3:8], predict the reactants needed to synthesize it. The reactants are: C(Cl)(=O)C([Cl:4])=O.[CH2:7]([O:9][C:10]([C:12]1[CH:17]=[C:16]([C:18]#[N:19])[C:15](=O)[NH:14][C:13]=1[CH2:21][O:22][CH2:23][C:24]1[CH:29]=[CH:28][CH:27]=[CH:26][CH:25]=1)=[O:11])[CH3:8].CN(C=O)C. (6) Given the product [F:6][C:7]1[CH:8]=[C:9]([CH:10]=[CH2:2])[CH:12]=[C:13]([C:15]([F:18])([F:17])[F:16])[CH:14]=1, predict the reactants needed to synthesize it. The reactants are: [Li][CH2:2]CCC.[F:6][C:7]1[CH:8]=[C:9]([CH:12]=[C:13]([C:15]([F:18])([F:17])[F:16])[CH:14]=1)[CH:10]=O. (7) Given the product [C:27]([C:29]1[CH:30]=[C:31]([NH:35][C:36]([NH:1][CH:2]([CH2:3][C:4]2[CH:5]=[CH:6][CH:7]=[CH:8][CH:9]=2)[CH:10]([OH:26])[CH2:11][N:12]2[CH2:13][CH2:14][CH:15]([CH2:18][C:19]3[CH:24]=[CH:23][C:22]([F:25])=[CH:21][CH:20]=3)[CH2:16][CH2:17]2)=[O:37])[CH:32]=[CH:33][CH:34]=1)#[N:28], predict the reactants needed to synthesize it. The reactants are: [NH2:1][CH:2]([CH:10]([OH:26])[CH2:11][N:12]1[CH2:17][CH2:16][CH:15]([CH2:18][C:19]2[CH:24]=[CH:23][C:22]([F:25])=[CH:21][CH:20]=2)[CH2:14][CH2:13]1)[CH2:3][C:4]1[CH:9]=[CH:8][CH:7]=[CH:6][CH:5]=1.[C:27]([C:29]1[CH:30]=[C:31]([N:35]=[C:36]=[O:37])[CH:32]=[CH:33][CH:34]=1)#[N:28]. (8) Given the product [Si:1]([O:8][CH2:9][C:10]1[C:11]([F:22])=[C:12]([N:16]2[CH2:21][CH2:20][N:19]([CH2:27][C:28]([N:30]3[CH2:33][CH:32]([O:34][CH3:35])[CH2:31]3)=[O:29])[CH2:18][CH2:17]2)[CH:13]=[CH:14][CH:15]=1)([C:4]([CH3:7])([CH3:5])[CH3:6])([CH3:3])[CH3:2], predict the reactants needed to synthesize it. The reactants are: [Si:1]([O:8][CH2:9][C:10]1[C:11]([F:22])=[C:12]([N:16]2[CH2:21][CH2:20][NH:19][CH2:18][CH2:17]2)[CH:13]=[CH:14][CH:15]=1)([C:4]([CH3:7])([CH3:6])[CH3:5])([CH3:3])[CH3:2].CC#N.Cl[CH2:27][C:28]([N:30]1[CH2:33][CH:32]([O:34][CH3:35])[CH2:31]1)=[O:29].C(=O)([O-])[O-].[K+].[K+]. (9) Given the product [CH3:1][C:2]1([CH3:9])[CH2:7][CH2:6][CH2:5][CH:4]([O:8][C:21]2[N:22]=[CH:23][C:24]([C:27]#[N:28])=[CH:25][CH:26]=2)[CH2:3]1, predict the reactants needed to synthesize it. The reactants are: [CH3:1][C:2]1([CH3:9])[CH2:7][CH2:6][CH2:5][CH:4]([OH:8])[CH2:3]1.C[Si]([N-][Si](C)(C)C)(C)C.[Na+].Cl[C:21]1[CH:26]=[CH:25][C:24]([C:27]#[N:28])=[CH:23][N:22]=1.